This data is from Full USPTO retrosynthesis dataset with 1.9M reactions from patents (1976-2016). The task is: Predict the reactants needed to synthesize the given product. (1) Given the product [CH3:1][C:2]1[C:6]([CH3:7])=[C:5]([NH:8][C:9]([N:34]2[CH2:35][CH2:36][N:31]([C:29]3[CH:28]=[CH:27][N:26]=[C:25]([C:19]4[CH:24]=[CH:23][CH:22]=[CH:21][CH:20]=4)[CH:30]=3)[CH2:32][CH2:33]2)=[O:16])[O:4][N:3]=1, predict the reactants needed to synthesize it. The reactants are: [CH3:1][C:2]1[C:6]([CH3:7])=[C:5]([NH:8][C:9](=[O:16])OCC(Cl)(Cl)Cl)[O:4][N:3]=1.Cl.Cl.[C:19]1([C:25]2[CH:30]=[C:29]([N:31]3[CH2:36][CH2:35][NH:34][CH2:33][CH2:32]3)[CH:28]=[CH:27][N:26]=2)[CH:24]=[CH:23][CH:22]=[CH:21][CH:20]=1. (2) The reactants are: [O:1]=[C:2]1[NH:7][C:6](=[S:8])[N:5]([CH2:9][C:10]2[CH:17]=[CH:16][C:15]([C:18]([F:21])([F:20])[F:19])=[CH:14][C:11]=2[CH:12]=O)[C:4]2[CH:22]=[CH:23][NH:24][C:3]1=2.[CH3:25][NH2:26].[BH4-].[Na+]. Given the product [CH3:25][NH:26][CH2:12][C:11]1[CH:14]=[C:15]([C:18]([F:19])([F:21])[F:20])[CH:16]=[CH:17][C:10]=1[CH2:9][N:5]1[C:4]2[CH:22]=[CH:23][NH:24][C:3]=2[C:2](=[O:1])[NH:7][C:6]1=[S:8], predict the reactants needed to synthesize it. (3) Given the product [CH2:25]([CH:22]([CH2:23][CH3:24])[C:21]([NH:20][C:17]1[CH:18]=[CH:19][C:14]([N:11]2[CH2:10][CH2:9][NH:8][CH2:13][CH2:12]2)=[C:15]([F:28])[CH:16]=1)=[O:27])[CH3:26].[ClH:32], predict the reactants needed to synthesize it. The reactants are: C(OC([N:8]1[CH2:13][CH2:12][N:11]([C:14]2[CH:19]=[CH:18][C:17]([NH:20][C:21](=[O:27])[CH:22]([CH2:25][CH3:26])[CH2:23][CH3:24])=[CH:16][C:15]=2[F:28])[CH2:10][CH2:9]1)=O)(C)(C)C.CCO.[ClH:32]. (4) Given the product [Br:8][C:9]1[CH:10]=[CH:11][C:12]([CH:15]([C:18]2[CH:23]=[CH:22][CH:21]=[C:20]([O:24][CH3:25])[CH:19]=2)[CH2:16][NH:17][C:4](=[O:5])[CH2:3][CH2:2][C:1]([OH:6])=[O:7])=[CH:13][CH:14]=1, predict the reactants needed to synthesize it. The reactants are: [C:1]1(=[O:7])[O:6][C:4](=[O:5])[CH2:3][CH2:2]1.[Br:8][C:9]1[CH:14]=[CH:13][C:12]([CH:15]([C:18]2[CH:23]=[CH:22][CH:21]=[C:20]([O:24][CH3:25])[CH:19]=2)[CH2:16][NH2:17])=[CH:11][CH:10]=1. (5) Given the product [C:4]([C:3]1[C:2]([Cl:1])=[C:10]([Cl:11])[CH:9]=[CH:8][C:7]=1[NH:29][CH2:28][CH2:27][NH:26][C:19](=[O:20])[O:21][C:22]([CH3:24])([CH3:23])[CH3:25])(=[O:5])[NH2:6], predict the reactants needed to synthesize it. The reactants are: [Cl:1][C:2]1[C:10]([Cl:11])=[CH:9][CH:8]=[C:7](F)[C:3]=1[C:4]([NH2:6])=[O:5].C([O-])([O-])=O.[K+].[K+].[C:19]([NH:26][CH2:27][CH2:28][NH2:29])([O:21][C:22]([CH3:25])([CH3:24])[CH3:23])=[O:20].CC(N(C)C)=O. (6) Given the product [Cl:1][C:2]1[CH:7]=[CH:6][C:5]([NH:8][C:9]([NH:11][C:12]2[N:13]=[C:14]([C:28]([NH:44][CH2:45][CH2:46][OH:47])=[O:30])[N:15]([CH2:17][C:18]3[CH:23]=[CH:22][C:21]([C:24]([F:26])([F:27])[F:25])=[CH:20][CH:19]=3)[CH:16]=2)=[O:10])=[C:4]([CH3:31])[CH:3]=1, predict the reactants needed to synthesize it. The reactants are: [Cl:1][C:2]1[CH:7]=[CH:6][C:5]([NH:8][C:9]([NH:11][C:12]2[N:13]=[C:14]([C:28]([OH:30])=O)[N:15]([CH2:17][C:18]3[CH:23]=[CH:22][C:21]([C:24]([F:27])([F:26])[F:25])=[CH:20][CH:19]=3)[CH:16]=2)=[O:10])=[C:4]([CH3:31])[CH:3]=1.C1N=CN(C(N2C=NC=C2)=O)C=1.[NH2:44][CH2:45][CH2:46][OH:47].[Cl-].[Na+]. (7) Given the product [CH:2]1([CH2:5][O:6][C:7]2[CH:12]=[C:11]([F:13])[C:10]([CH3:14])=[CH:9][C:8]=2[C:15]2[C:16]3[NH:23][C:22]([CH3:24])=[C:21]([C:25]([NH:27][CH:28]4[CH2:29][CH2:30][N:31]([C:37](=[O:38])[CH2:36][O:35][CH3:34])[CH2:32][CH2:33]4)=[O:26])[C:17]=3[N:18]=[CH:19][N:20]=2)[CH2:4][CH2:3]1, predict the reactants needed to synthesize it. The reactants are: Cl.[CH:2]1([CH2:5][O:6][C:7]2[CH:12]=[C:11]([F:13])[C:10]([CH3:14])=[CH:9][C:8]=2[C:15]2[C:16]3[NH:23][C:22]([CH3:24])=[C:21]([C:25]([NH:27][CH:28]4[CH2:33][CH2:32][NH:31][CH2:30][CH2:29]4)=[O:26])[C:17]=3[N:18]=[CH:19][N:20]=2)[CH2:4][CH2:3]1.[CH3:34][O:35][CH2:36][C:37](Cl)=[O:38]. (8) Given the product [Cl:1][C:2]1[CH:10]=[C:9]([Cl:11])[CH:8]=[CH:7][C:3]=1[C:4]([NH:22][CH2:21][CH:20]([C:17]1[CH:16]=[N:15][C:14]([CH:13]([F:31])[F:12])=[N:19][CH:18]=1)[CH2:23][C:24]1([C:27]([F:30])([F:28])[F:29])[CH2:26][CH2:25]1)=[O:6], predict the reactants needed to synthesize it. The reactants are: [Cl:1][C:2]1[CH:10]=[C:9]([Cl:11])[CH:8]=[CH:7][C:3]=1[C:4]([OH:6])=O.[F:12][CH:13]([F:31])[C:14]1[N:19]=[CH:18][C:17]([CH:20]([CH2:23][C:24]2([C:27]([F:30])([F:29])[F:28])[CH2:26][CH2:25]2)[CH2:21][NH2:22])=[CH:16][N:15]=1. (9) Given the product [C:1]([O:5][C:6](=[O:14])[NH:7][C@@H:8]1[CH2:13][CH2:12][CH2:11][N:10]([C:60]2[S:61][CH:62]=[C:63]([C:65]#[N:66])[N:64]=2)[CH2:9]1)([CH3:4])([CH3:2])[CH3:3], predict the reactants needed to synthesize it. The reactants are: [C:1]([O:5][C:6](=[O:14])[NH:7][C@@H:8]1[CH2:13][CH2:12][CH2:11][NH:10][CH2:9]1)([CH3:4])([CH3:3])[CH3:2].C(=O)([O-])[O-].[Cs+].[Cs+].C1(P(C2CCCCC2)C2C(OC)=CC=C(OC)C=2C2C(C(C)C)=CC(C(C)C)=CC=2C(C)C)CCCCC1.Br[C:60]1[S:61][CH:62]=[C:63]([C:65]#[N:66])[N:64]=1.